From a dataset of Reaction yield outcomes from USPTO patents with 853,638 reactions. Predict the reaction yield, written as a fraction of the theoretical maximum amount of product (1.0 means a 100% yield; for example, 0.34 means a 34% yield). The catalyst is C(Cl)Cl. The yield is 0.380. The product is [Cl:6][C:7]1[C:8]([C:13]2[CH:14]=[C:15]([NH:16][S:2]([CH3:1])(=[O:4])=[O:3])[CH:17]=[C:18]([C:20]3[NH:28][C:23]4=[N:24][CH:25]=[CH:26][CH:27]=[C:22]4[N:21]=3)[CH:19]=2)=[N:9][CH:10]=[CH:11][CH:12]=1. The reactants are [CH3:1][S:2](Cl)(=[O:4])=[O:3].[Cl:6][C:7]1[C:8]([C:13]2[CH:14]=[C:15]([CH:17]=[C:18]([C:20]3[NH:28][C:23]4=[N:24][CH:25]=[CH:26][CH:27]=[C:22]4[N:21]=3)[CH:19]=2)[NH2:16])=[N:9][CH:10]=[CH:11][CH:12]=1.CCN(CC)CC.[NH4+].[Cl-].